Dataset: Forward reaction prediction with 1.9M reactions from USPTO patents (1976-2016). Task: Predict the product of the given reaction. (1) Given the reactants [CH2:1]([NH2:4])[CH2:2][NH2:3].[N:5]1[C:12]([NH2:13])=[N:11][C:9]([NH2:10])=[N:8][C:6]=1[NH2:7].[P:14](=[O:18])([OH:17])([OH:16])[OH:15], predict the reaction product. The product is: [P:14]([OH:18])([OH:17])([OH:16])=[O:15].[CH2:1]([NH2:4])[CH2:2][NH2:3].[P:14]([OH:18])([OH:17])([OH:16])=[O:15].[N:5]1[C:12]([NH2:13])=[N:11][C:9]([NH2:10])=[N:8][C:6]=1[NH2:7]. (2) Given the reactants [C:1]([O:5][C:6](=[O:28])[CH2:7][C@H:8]([C:18]1[O:22][N:21]=[C:20]([C:23]([O:25]CC)=O)[N:19]=1)[CH2:9][CH2:10][CH2:11][CH:12]1[CH2:17][CH2:16][CH2:15][CH2:14][CH2:13]1)([CH3:4])([CH3:3])[CH3:2].[NH:29]1[CH2:33][CH2:32][CH2:31][CH2:30]1, predict the reaction product. The product is: [CH:12]1([CH2:11][CH2:10][CH2:9][C@@H:8]([C:18]2[O:22][N:21]=[C:20]([C:23]([N:29]3[CH2:33][CH2:32][CH2:31][CH2:30]3)=[O:25])[N:19]=2)[CH2:7][C:6]([O:5][C:1]([CH3:2])([CH3:3])[CH3:4])=[O:28])[CH2:17][CH2:16][CH2:15][CH2:14][CH2:13]1. (3) Given the reactants C([N:5]1[N:9]=[C:8]2[CH:10]=[CH:11][CH:12]=[CH:13][C:7]2=[N:6]1)CC#C.C(N1C2C=CC=CC=2N=N1)CC#C, predict the reaction product. The product is: [N:6]1[NH:5][N:9]=[C:8]2[CH:10]=[CH:11][CH:12]=[CH:13][C:7]=12. (4) Given the reactants [Br:1][C:2]1[NH:3][CH:4]=[C:5]([C:7]([OH:9])=O)[N:6]=1.[NH2:10][C@@H:11]([CH3:27])[CH2:12][N:13]1[CH:17]=[CH:16][C:15]([C:18]2[CH:25]=[CH:24][C:21]([C:22]#[N:23])=[C:20]([Cl:26])[CH:19]=2)=[N:14]1.CN(C=O)C.C(Cl)Cl, predict the reaction product. The product is: [Br:1][C:2]1[NH:3][CH:4]=[C:5]([C:7]([NH:10][C@@H:11]([CH3:27])[CH2:12][N:13]2[CH:17]=[CH:16][C:15]([C:18]3[CH:25]=[CH:24][C:21]([C:22]#[N:23])=[C:20]([Cl:26])[CH:19]=3)=[N:14]2)=[O:9])[N:6]=1. (5) Given the reactants [Br:1][CH2:2][C:3](Br)=[O:4].[N:6]1[CH:11]=[CH:10][CH:9]=[N:8][C:7]=1[N:12]1[CH2:17][CH2:16][NH:15][CH2:14][CH2:13]1.C(N(CC)CC)C, predict the reaction product. The product is: [Br:1][CH2:2][C:3]([N:15]1[CH2:16][CH2:17][N:12]([C:7]2[N:6]=[CH:11][CH:10]=[CH:9][N:8]=2)[CH2:13][CH2:14]1)=[O:4]. (6) Given the reactants Cl.Cl.[NH:3]1[CH2:6][CH:5]([C:7]2[C:8]([O:28][CH3:29])=[C:9]([CH:15]([N:17]3[C:21]4=[N:22][CH:23]=[N:24][C:25]([NH2:26])=[C:20]4[C:19]([CH3:27])=[N:18]3)[CH3:16])[CH:10]=[C:11]([Cl:14])[C:12]=2[CH3:13])[CH2:4]1.[F:30][C:31]([F:36])([F:35])[C@H:32]1[CH2:34][O:33]1.C(N(CC)CC)C, predict the reaction product. The product is: [NH2:26][C:25]1[N:24]=[CH:23][N:22]=[C:21]2[N:17]([CH:15]([C:9]3[C:8]([O:28][CH3:29])=[C:7]([CH:5]4[CH2:4][N:3]([CH2:34][C@@H:32]([OH:33])[C:31]([F:36])([F:35])[F:30])[CH2:6]4)[C:12]([CH3:13])=[C:11]([Cl:14])[CH:10]=3)[CH3:16])[N:18]=[C:19]([CH3:27])[C:20]=12. (7) Given the reactants F[C:2]1[C:10]([F:11])=[C:9]([F:12])[CH:8]=[CH:7][C:3]=1[C:4]([OH:6])=[O:5].[Li+].C[Si]([N-][Si](C)(C)C)(C)C.[F:23][C:24]1[CH:30]=[C:29]([I:31])[CH:28]=[CH:27][C:25]=1[NH2:26], predict the reaction product. The product is: [F:11][C:10]1[C:2]([NH:26][C:25]2[CH:27]=[CH:28][C:29]([I:31])=[CH:30][C:24]=2[F:23])=[C:3]([CH:7]=[CH:8][C:9]=1[F:12])[C:4]([OH:6])=[O:5]. (8) The product is: [Cl:2][C:3]1[C:4]2[C:5]3[C:6](=[C:20]([CH3:23])[O:21][N:22]=3)[C:7](=[O:19])[N:8]([CH:13]3[CH2:18][CH2:17][CH2:16][N:15]([S:42]([CH2:41][C:35]4[CH:40]=[CH:39][CH:38]=[CH:37][CH:36]=4)(=[O:44])=[O:43])[CH2:14]3)[C:9]=2[CH:10]=[CH:11][CH:12]=1. Given the reactants I.[Cl:2][C:3]1[C:4]2[C:5]3[C:6](=[C:20]([CH3:23])[O:21][N:22]=3)[C:7](=[O:19])[N:8]([CH:13]3[CH2:18][CH2:17][CH2:16][NH:15][CH2:14]3)[C:9]=2[CH:10]=[CH:11][CH:12]=1.N12CCCN=C1CCCCC2.[C:35]1([CH2:41][S:42](Cl)(=[O:44])=[O:43])[CH:40]=[CH:39][CH:38]=[CH:37][CH:36]=1, predict the reaction product. (9) Given the reactants [Cl:1][C:2]1[CH:3]=[C:4]([CH:39]=[CH:40][C:41]=1[Cl:42])[CH2:5][O:6][C:7]1[CH:12]=[CH:11][C:10]([C@H:13]2[CH2:38][O:37][C:16]3=[CH:17][C:18]4[CH2:19][C@@H:20]([C:34](O)=[O:35])[N:21]([C@H:25]([C:28]5[CH:33]=[CH:32][CH:31]=[CH:30][CH:29]=5)[CH2:26][CH3:27])[CH2:22][C:23]=4[CH:24]=[C:15]3[O:14]2)=[CH:9][CH:8]=1.Cl.C[O:45][C:46](=[O:64])[C@@H:47]([NH2:63])[CH2:48][C:49]1[CH:54]=[CH:53][C:52]([C:55]2[CH:60]=[CH:59][C:58]([C:61]#[N:62])=[CH:57][CH:56]=2)=[CH:51][CH:50]=1, predict the reaction product. The product is: [C:61]([C:58]1[CH:57]=[CH:56][C:55]([C:52]2[CH:51]=[CH:50][C:49]([CH2:48][C@H:47]([NH:63][C:34]([C@@H:20]3[CH2:19][C:18]4[CH:17]=[C:16]5[O:37][CH2:38][C@H:13]([C:10]6[CH:9]=[CH:8][C:7]([O:6][CH2:5][C:4]7[CH:39]=[CH:40][C:41]([Cl:42])=[C:2]([Cl:1])[CH:3]=7)=[CH:12][CH:11]=6)[O:14][C:15]5=[CH:24][C:23]=4[CH2:22][N:21]3[C@H:25]([C:28]3[CH:33]=[CH:32][CH:31]=[CH:30][CH:29]=3)[CH2:26][CH3:27])=[O:35])[C:46]([OH:45])=[O:64])=[CH:54][CH:53]=2)=[CH:60][CH:59]=1)#[N:62]. (10) Given the reactants C[O:2][C:3](=[O:40])[C:4]1[CH:9]=[C:8]([O:10][C:11]2[CH:16]=[CH:15][C:14]([C:17]3[CH:22]=[CH:21][C:20]([CH2:23][C:24]4[N:25]([CH2:37][CH3:38])[CH:26]=[C:27]([C:29]5[CH:34]=[CH:33][C:32]([Cl:35])=[CH:31][C:30]=5[Cl:36])[N:28]=4)=[CH:19][CH:18]=3)=[CH:13][CH:12]=2)[CH:7]=[CH:6][C:5]=1[NH2:39].Cl[C:42]([O:44][CH3:45])=[O:43].CCN(C(C)C)C(C)C, predict the reaction product. The product is: [Cl:36][C:30]1[CH:31]=[C:32]([Cl:35])[CH:33]=[CH:34][C:29]=1[C:27]1[N:28]=[C:24]([CH2:23][C:20]2[CH:19]=[CH:18][C:17]([C:14]3[CH:13]=[CH:12][C:11]([O:10][C:8]4[CH:7]=[CH:6][C:5]([NH:39][C:42]([O:44][CH3:45])=[O:43])=[C:4]([CH:9]=4)[C:3]([OH:2])=[O:40])=[CH:16][CH:15]=3)=[CH:22][CH:21]=2)[N:25]([CH2:37][CH3:38])[CH:26]=1.